This data is from Catalyst prediction with 721,799 reactions and 888 catalyst types from USPTO. The task is: Predict which catalyst facilitates the given reaction. (1) Reactant: C(O[C:4]([C:6]1[N:7]=[C:8]([C:11]([N:13]2[CH2:17][CH:16]=[CH:15][CH2:14]2)=[O:12])[NH:9][CH:10]=1)=[O:5])C.[F:18][C:19]1[C:24]([F:25])=[CH:23][CH:22]=[CH:21][C:20]=1[CH2:26]C(O)=O. The catalyst class is: 1. Product: [F:18][C:19]1[C:24]([F:25])=[CH:23][CH:22]=[CH:21][C:20]=1[CH2:26][C:4]([C:6]1[N:7]=[C:8]([C:11]([N:13]2[CH2:14][CH:15]=[CH:16][CH2:17]2)=[O:12])[NH:9][CH:10]=1)=[O:5]. (2) Reactant: [C:1]([O:5][C:6]([N:8]1[CH2:12][C@@H:11]([CH2:13][N:14]([CH:30]([CH3:32])[CH3:31])[C:15](=[O:29])[C:16]2[CH:21]=[CH:20][C:19]([CH3:22])=[C:18]([O:23][CH2:24][CH2:25][CH2:26][O:27][CH3:28])[CH:17]=2)[C@H:10]([CH2:33][OH:34])[CH2:9]1)=[O:7])([CH3:4])([CH3:3])[CH3:2].[CH3:35][S:36](Cl)(=[O:38])=[O:37].CCN(CC)CC. Product: [C:1]([O:5][C:6]([N:8]1[CH2:9][C@@H:10]([CH2:33][O:34][S:36]([CH3:35])(=[O:38])=[O:37])[C@H:11]([CH2:13][N:14]([CH:30]([CH3:31])[CH3:32])[C:15](=[O:29])[C:16]2[CH:21]=[CH:20][C:19]([CH3:22])=[C:18]([O:23][CH2:24][CH2:25][CH2:26][O:27][CH3:28])[CH:17]=2)[CH2:12]1)=[O:7])([CH3:4])([CH3:3])[CH3:2]. The catalyst class is: 2.